Dataset: Forward reaction prediction with 1.9M reactions from USPTO patents (1976-2016). Task: Predict the product of the given reaction. (1) Given the reactants [Cl:1][C:2]1[CH:11]=[C:10]([C:12]2[NH:16][N:15]=[N:14][N:13]=2)[CH:9]=[CH:8][C:3]=1[C:4]([O:6][CH3:7])=[O:5].[C:17](=O)([O-])[O-].[K+].[K+].CI.O, predict the reaction product. The product is: [Cl:1][C:2]1[CH:11]=[C:10]([C:12]2[N:13]=[N:14][N:15]([CH3:17])[N:16]=2)[CH:9]=[CH:8][C:3]=1[C:4]([O:6][CH3:7])=[O:5]. (2) Given the reactants O=[CH:2][CH:3]([C:6]1[C:11]([CH3:12])=[CH:10][C:9]([CH3:13])=[CH:8][C:7]=1[CH3:14])[C:4]#[N:5].O.[NH2:16][NH2:17].C(O)(=O)C.Cl, predict the reaction product. The product is: [CH3:14][C:7]1[CH:8]=[C:9]([CH3:13])[CH:10]=[C:11]([CH3:12])[C:6]=1[C:3]1[CH:2]=[N:17][NH:16][C:4]=1[NH2:5]. (3) The product is: [OH:18][N:17]=[CH:4][C:3]1[CH:6]=[CH:7][C:8]([N:10]2[CH2:15][CH2:14][O:13][CH2:12][CH2:11]2)=[CH:9][C:2]=1[OH:1]. Given the reactants [OH:1][C:2]1[CH:9]=[C:8]([N:10]2[CH2:15][CH2:14][O:13][CH2:12][CH2:11]2)[CH:7]=[CH:6][C:3]=1[CH:4]=O.Cl.[NH2:17][OH:18], predict the reaction product. (4) Given the reactants [CH3:1][O:2][CH2:3][O:4][C:5]1[CH:10]=[C:9]([O:11][CH2:12][O:13][CH3:14])[CH:8]=[CH:7][C:6]=1[CH3:15].[Li]CCCC.CCCCCC.Cl[C:28](=[O:34])[C:29]([O:31][CH2:32][CH3:33])=[O:30], predict the reaction product. The product is: [CH3:1][O:2][CH2:3][O:4][C:5]1[C:6]([CH3:15])=[CH:7][CH:8]=[C:9]([O:11][CH2:12][O:13][CH3:14])[C:10]=1[C:28](=[O:34])[C:29]([O:31][CH2:32][CH3:33])=[O:30]. (5) Given the reactants [N+:1]([C:4]1[CH:13]=[CH:12][C:7]([O:8][CH2:9][CH2:10]Br)=[CH:6][CH:5]=1)([O-])=O.[CH3:14][S:15]([NH:18][C:19]1[CH:24]=[CH:23][C:22]([CH2:25][CH2:26][NH:27][CH3:28])=[CH:21][CH:20]=1)(=[O:17])=[O:16].C([O-])([O-])=O.[K+].[K+].O, predict the reaction product. The product is: [CH3:28][N:27]([CH2:10][CH2:9][O:8][C:7]1[CH:12]=[CH:13][C:4]([NH2:1])=[CH:5][CH:6]=1)[CH2:26][CH2:25][C:22]1[CH:21]=[CH:20][C:19]([NH:18][S:15]([CH3:14])(=[O:17])=[O:16])=[CH:24][CH:23]=1. (6) Given the reactants C([O:8][C:9]([C:11]1[O:36][C:14]2=[CH:15][CH:16]=[C:17]3[C:21]([N:20]([CH2:22][C@@H:23]([NH:25][C:26]([O:28][CH2:29][C:30]4[CH:35]=[CH:34][CH:33]=[CH:32][CH:31]=4)=[O:27])[CH3:24])[N:19]=[CH:18]3)=[C:13]2[CH:12]=1)=O)C1C=CC=CC=1.[Cl-].[Ca+2].[Cl-].[BH4-].[Na+], predict the reaction product. The product is: [CH2:29]([O:28][C:26](=[O:27])[NH:25][C@@H:23]([CH3:24])[CH2:22][N:20]1[C:21]2[C:17](=[CH:16][CH:15]=[C:14]3[O:36][C:11]([CH2:9][OH:8])=[CH:12][C:13]3=2)[CH:18]=[N:19]1)[C:30]1[CH:35]=[CH:34][CH:33]=[CH:32][CH:31]=1. (7) Given the reactants Cl.[N:2]1[CH:7]=[CH:6][C:5]([NH:8][CH2:9][CH2:10][N:11]2[CH2:16][CH2:15][NH:14][CH2:13][C:12]2=[O:17])=[CH:4][N:3]=1.[Cl:18][C:19]1[CH:20]=[CH:21][C:22]2[CH:26]=[C:25]([S:27](Cl)(=[O:29])=[O:28])[S:24][C:23]=2[CH:31]=1, predict the reaction product. The product is: [Cl:18][C:19]1[CH:20]=[CH:21][C:22]2[CH:26]=[C:25]([S:27]([N:14]3[CH2:15][CH2:16][N:11]([CH2:10][CH2:9][NH:8][C:5]4[CH:6]=[CH:7][N:2]=[N:3][CH:4]=4)[C:12](=[O:17])[CH2:13]3)(=[O:29])=[O:28])[S:24][C:23]=2[CH:31]=1.